Dataset: Catalyst prediction with 721,799 reactions and 888 catalyst types from USPTO. Task: Predict which catalyst facilitates the given reaction. (1) Reactant: C1(C)C=C(C)C=C(C)C=1S([O-])(=O)=O.[NH2:14][N+:15]1[CH:20]=[CH:19][CH:18]=[CH:17][C:16]=1[O:21][CH3:22].[CH2:23]([O:25][C:26](=[O:33])[C:27]#[C:28][C:29]([F:32])([F:31])[F:30])[CH3:24].C(=O)([O-])[O-].[K+].[K+]. Product: [CH3:22][O:21][C:16]1[N:15]2[N:14]=[C:28]([C:29]([F:30])([F:31])[F:32])[C:27]([C:26]([O:25][CH2:23][CH3:24])=[O:33])=[C:20]2[CH:19]=[CH:18][CH:17]=1. The catalyst class is: 3. (2) Reactant: [C:1]([NH:8][CH2:9][C:10]([OH:12])=O)([O:3][C:4]([CH3:7])([CH3:6])[CH3:5])=[O:2].N1C(F)=NC(F)=NC=1[F:15].N1C=CC=CC=1. The catalyst class is: 2. Product: [C:4]([O:3][C:1](=[O:2])[NH:8][CH2:9][C:10]([F:15])=[O:12])([CH3:7])([CH3:6])[CH3:5]. (3) Reactant: [NH2:1][C:2]1[CH:3]=[C:4]2[C:8](=[CH:9][CH:10]=1)[N:7]([CH2:11][O:12][CH2:13][CH2:14][Si:15]([CH3:18])([CH3:17])[CH3:16])[N:6]=[C:5]2[C:19]#[C:20][C:21]1[CH:26]=[CH:25][CH:24]=[CH:23][CH:22]=1.O. Product: [NH2:1][C:2]1[CH:3]=[C:4]2[C:8](=[CH:9][CH:10]=1)[N:7]([CH2:11][O:12][CH2:13][CH2:14][Si:15]([CH3:18])([CH3:16])[CH3:17])[N:6]=[C:5]2[CH2:19][CH2:20][C:21]1[CH:22]=[CH:23][CH:24]=[CH:25][CH:26]=1. The catalyst class is: 29.